From a dataset of Peptide-MHC class II binding affinity with 134,281 pairs from IEDB. Regression. Given a peptide amino acid sequence and an MHC pseudo amino acid sequence, predict their binding affinity value. This is MHC class II binding data. (1) The binding affinity (normalized) is 0. The MHC is DRB1_0701 with pseudo-sequence DRB1_0701. The peptide sequence is KKEEKKESGDAASGA. (2) The peptide sequence is KKGMTTVLDFHPGAG. The MHC is HLA-DQA10102-DQB10501 with pseudo-sequence HLA-DQA10102-DQB10501. The binding affinity (normalized) is 0.